Predict the product of the given reaction. From a dataset of Forward reaction prediction with 1.9M reactions from USPTO patents (1976-2016). (1) The product is: [CH3:13][N:6]1[CH:7]=[C:8]([N+:10]([O-:12])=[O:11])[CH:9]=[C:4]([C:19]2[S:15][CH:16]=[N:17][CH:18]=2)[C:5]1=[O:14]. Given the reactants N#N.I[C:4]1[C:5](=[O:14])[N:6]([CH3:13])[CH:7]=[C:8]([N+:10]([O-:12])=[O:11])[CH:9]=1.[S:15]1[CH:19]=[CH:18][N:17]=[CH:16]1.C([O-])(=O)C.[K+], predict the reaction product. (2) Given the reactants [NH:1]1[C:9]2[C:4](=[CH:5][CH:6]=[CH:7][CH:8]=2)[C:3](/[CH:10]=[C:11]2/[C:12](=[O:21])[C:13]3[C:18]([CH2:19]/2)=[CH:17][C:16]([OH:20])=[CH:15][CH:14]=3)=[CH:2]1.[C:22]([O:26][C:27]([N:29]1[CH2:34][CH2:33][NH:32][CH2:31][CH2:30]1)=[O:28])([CH3:25])([CH3:24])[CH3:23].[CH2:35]=O, predict the reaction product. The product is: [NH:1]1[C:9]2[C:4](=[CH:5][CH:6]=[CH:7][CH:8]=2)[C:3](/[CH:10]=[C:11]2/[C:12](=[O:21])[C:13]3[C:18]([CH2:19]/2)=[C:17]([CH2:35][N:32]2[CH2:33][CH2:34][N:29]([C:27]([O:26][C:22]([CH3:25])([CH3:23])[CH3:24])=[O:28])[CH2:30][CH2:31]2)[C:16]([OH:20])=[CH:15][CH:14]=3)=[CH:2]1. (3) The product is: [CH2:36]([NH:38][C:39](=[O:45])[CH2:40][CH2:41][CH2:42][N:43]([CH3:44])[C:32]([C:17]1[CH:18]=[C:19]2[C:14](=[CH:15][CH:16]=1)[N:13]([CH2:12][CH2:11][F:10])[C:25]1[CH2:24][CH2:23][CH:22]([CH:26]3[CH2:27][CH2:28][O:29][CH2:30][CH2:31]3)[CH2:21][C:20]2=1)=[O:33])[CH3:37]. Given the reactants C(N(CC)C(C)C)(C)C.[F:10][CH2:11][CH2:12][N:13]1[C:25]2[CH2:24][CH2:23][CH:22]([CH:26]3[CH2:31][CH2:30][O:29][CH2:28][CH2:27]3)[CH2:21][C:20]=2[C:19]2[C:14]1=[CH:15][CH:16]=[C:17]([C:32](O)=[O:33])[CH:18]=2.Cl.[CH2:36]([NH:38][C:39](=[O:45])[CH2:40][CH2:41][CH2:42][NH:43][CH3:44])[CH3:37].CN(C(ON1N=NC2C=CC=NC1=2)=[N+](C)C)C.F[P-](F)(F)(F)(F)F, predict the reaction product. (4) Given the reactants Br[C:2]1[O:10][C:9]2[CH:8]=[CH:7][N:6]=[C:5]([O:11][CH3:12])[C:4]=2[C:3]=1[C:13]1[CH:18]=[CH:17][CH:16]=[CH:15][CH:14]=1.CC1(C)C(C)(C)OB([C:27]2[CH:32]=[CH:31][C:30]([C:33]3([NH:37][C:38](=[O:44])[O:39][C:40]([CH3:43])([CH3:42])[CH3:41])[CH2:36][CH2:35][CH2:34]3)=[CH:29][CH:28]=2)O1, predict the reaction product. The product is: [CH3:12][O:11][C:5]1[C:4]2[C:3]([C:13]3[CH:18]=[CH:17][CH:16]=[CH:15][CH:14]=3)=[C:2]([C:27]3[CH:28]=[CH:29][C:30]([C:33]4([NH:37][C:38](=[O:44])[O:39][C:40]([CH3:42])([CH3:41])[CH3:43])[CH2:34][CH2:35][CH2:36]4)=[CH:31][CH:32]=3)[O:10][C:9]=2[CH:8]=[CH:7][N:6]=1. (5) The product is: [O:9]([C:1]([NH:17][C@H:18]([C:26]([OH:28])=[O:27])[CH2:19][C:20]1[CH:25]=[CH:24][CH:23]=[CH:22][CH:21]=1)=[O:16])[C:10]1[CH:11]=[CH:12][CH:13]=[CH:14][CH:15]=1. Given the reactants [C:1](=[O:16])([O:9][C:10]1[CH:15]=[CH:14][CH:13]=[CH:12][CH:11]=1)OC1C=CC=CC=1.[NH2:17][C@H:18]([C:26]([O-:28])=[O:27])[CH2:19][C:20]1[CH:25]=[CH:24][CH:23]=[CH:22][CH:21]=1.C([N+]1C=CN(C)C=1)C.Cl, predict the reaction product. (6) Given the reactants [H-].[Na+].[CH3:3][N:4]1[C:8]([NH2:9])=[N:7][N:6]=[N:5]1.[CH3:10][C:11]1[CH:12]=[C:13]([CH:17]2[CH2:20][C:19]3([CH2:25][CH2:24][N:23]([C:26]([O:28][C:29]4[CH:34]=[CH:33][C:32]([N+:35]([O-:37])=[O:36])=[CH:31][CH:30]=4)=[O:27])[CH2:22][CH2:21]3)[CH2:18]2)[CH:14]=[CH:15][CH:16]=1, predict the reaction product. The product is: [CH3:10][C:11]1[CH:12]=[C:13]([CH:17]2[CH2:20][C:19]3([CH2:21][CH2:22][N:23]([C:26]([O:28][C:29]4[CH:30]=[CH:31][C:32]([N+:35]([O-:37])=[O:36])=[CH:33][CH:34]=4)=[O:27])[CH2:24][CH2:25]3)[CH2:18]2)[CH:14]=[CH:15][CH:16]=1.[CH3:10][C:11]1[CH:12]=[C:13]([CH:17]2[CH2:20][C:19]3([CH2:21][CH2:22][N:23]([C:26]([NH:9][C:8]4[N:4]([CH3:3])[N:5]=[N:6][N:7]=4)=[O:27])[CH2:24][CH2:25]3)[CH2:18]2)[CH:14]=[CH:15][CH:16]=1. (7) Given the reactants C(O[C:6]([N:8]1[CH:12]2[CH2:13][CH2:14][CH2:15][CH:11]2[N:10](C)[C:9]1=[O:17])=O)(C)(C)C.FC(F)(F)C(O)=O, predict the reaction product. The product is: [CH3:6][N:8]1[CH:12]2[CH2:13][CH2:14][CH2:15][CH:11]2[NH:10][C:9]1=[O:17].